From a dataset of Reaction yield outcomes from USPTO patents with 853,638 reactions. Predict the reaction yield, written as a fraction of the theoretical maximum amount of product (1.0 means a 100% yield; for example, 0.34 means a 34% yield). (1) The reactants are [CH3:1][CH:2]([CH2:7][C:8]([CH3:11])([CH3:10])[CH3:9])[CH2:3][PH:4](=[O:6])[OH:5].[C:12]([O:31][CH3:32])(=[O:30])[CH2:13][CH2:14][CH2:15][CH2:16][CH2:17][CH2:18][CH2:19]/[CH:20]=[CH:21]\[CH2:22][CH2:23][CH2:24][CH2:25][CH2:26][CH2:27][CH2:28][CH3:29]. The catalyst is C(OOC(CC)(C)C)(CC)(C)C. The product is [CH3:32][O:31][C:12](=[O:30])[CH2:13][CH2:14][CH2:15][CH2:16][CH2:17][CH2:18][CH2:19][CH2:20][CH:21]([P:4]([OH:5])([CH2:3][CH:2]([CH3:1])[CH2:7][C:8]([CH3:10])([CH3:9])[CH3:11])=[O:6])[CH2:22][CH2:23][CH2:24][CH2:25][CH2:26][CH2:27][CH2:28][CH3:29]. The yield is 1.00. (2) The reactants are [N:1]1([S:7]([C:10]2[CH:11]=[C:12]([CH:17]=[CH:18][CH:19]=2)[C:13](OC)=[O:14])(=[O:9])=[O:8])[CH2:6][CH2:5][CH2:4][CH2:3][CH2:2]1.[NH2:20][NH2:21]. The catalyst is CO. The product is [N:1]1([S:7]([C:10]2[CH:11]=[C:12]([CH:17]=[CH:18][CH:19]=2)[C:13]([NH:20][NH2:21])=[O:14])(=[O:9])=[O:8])[CH2:6][CH2:5][CH2:4][CH2:3][CH2:2]1. The yield is 0.462.